Dataset: Forward reaction prediction with 1.9M reactions from USPTO patents (1976-2016). Task: Predict the product of the given reaction. (1) The product is: [Br:1][C:2]1[CH:11]=[CH:10][C:9]2[O:8][C@@H:7]3[CH2:12][CH2:13][CH2:14][O:15][C@H:6]3[C:5](=[O:16])[C:4]=2[CH:3]=1. Given the reactants [Br:1][C:2]1[CH:11]=[CH:10][C:9]2[O:8][C:7]3[CH2:12][CH2:13][CH2:14][O:15][C:6]=3[C:5](=[O:16])[C:4]=2[CH:3]=1.CCC(C)[BH-](C(C)CC)C(C)CC.[Li+].[Cl-].[NH4+], predict the reaction product. (2) The product is: [NH2:35][C@@H:36]1[C@@H:41]([CH:42]2[CH2:44][CH2:43]2)[CH2:40][CH2:39][N:38]([C:3]2[C:2]([Br:1])=[CH:7][N:6]=[C:5]3[NH:8][CH:9]=[C:10]([NH:11][C:12]([C:14]4[CH:15]=[N:16][N:17]([CH2:19][C:20]5[CH:25]=[CH:24][CH:23]=[CH:22][CH:21]=5)[CH:18]=4)=[O:13])[C:4]=23)[CH2:37]1. Given the reactants [Br:1][C:2]1[C:3](F)=[C:4]2[C:10]([NH:11][C:12]([C:14]3[CH:15]=[N:16][N:17]([CH2:19][C:20]4[CH:25]=[CH:24][CH:23]=[CH:22][CH:21]=4)[CH:18]=3)=[O:13])=[CH:9][NH:8][C:5]2=[N:6][CH:7]=1.C(OP([NH:35][C@@H:36]1[C@@H:41]([CH:42]2[CH2:44][CH2:43]2)[CH2:40][CH2:39][NH:38][CH2:37]1)(=O)OCC)C.C(O)CCC, predict the reaction product.